From a dataset of Reaction yield outcomes from USPTO patents with 853,638 reactions. Predict the reaction yield, written as a fraction of the theoretical maximum amount of product (1.0 means a 100% yield; for example, 0.34 means a 34% yield). (1) The reactants are [C:1](C1NC=CN=1)(C1NC=CN=1)=[O:2].[N:13]1[CH:18]=[CH:17][CH:16]=[C:15]([CH2:19][OH:20])[CH:14]=1.[I:21][C:22]1[CH:28]=[CH:27][C:25]([NH2:26])=[CH:24][CH:23]=1.C1CCN2C(=NCCC2)CC1.C(N(CC)CC)C. The catalyst is O1CCCC1. The product is [I:21][C:22]1[CH:28]=[CH:27][C:25]([NH:26][C:1](=[O:2])[O:20][CH2:19][C:15]2[CH:14]=[N:13][CH:18]=[CH:17][CH:16]=2)=[CH:24][CH:23]=1. The yield is 0.170. (2) The reactants are CCCC[N+](CCCC)(CCCC)CCCC.[F-].C([SiH2][O:24][C:25](C)(C)[C:26]1[CH:27]=[C:28]([CH:38]=[CH:39][C:40]=1[Cl:41])[CH2:29][NH:30][C:31](=[O:37])[CH2:32][C:33]([F:36])([F:35])[F:34])(C)(C)C.CCOC(C)=O. The catalyst is C1COCC1. The product is [Cl:41][C:40]1[CH:39]=[CH:38][C:28]([CH2:29][NH:30][C:31](=[O:37])[CH2:32][C:33]([F:36])([F:35])[F:34])=[CH:27][C:26]=1[CH2:25][OH:24]. The yield is 0.650. (3) The reactants are CC1(C)[O:9][C:8](=[O:10])[C:5]2([CH2:7][CH2:6]2)[C:4](=[O:11])O1.[CH:13]1([CH2:19][NH2:20])[CH2:18][CH2:17][CH2:16][CH2:15][CH2:14]1. The catalyst is C(O)C. The product is [CH:13]1([CH2:19][N:20]2[CH2:6][CH2:7][CH:5]([C:8]([OH:9])=[O:10])[C:4]2=[O:11])[CH2:18][CH2:17][CH2:16][CH2:15][CH2:14]1. The yield is 0.860. (4) The reactants are [Br:1][C:2]1[C:3]2[CH:12]=[CH:11][N:10](S(C3C=CC(C)=CC=3)(=O)=O)[C:4]=2[C:5](=[O:9])[N:6]([CH3:8])[CH:7]=1.O.[OH-].[Li+]. The catalyst is O1CCCC1.O. The product is [Br:1][C:2]1[C:3]2[CH:12]=[CH:11][NH:10][C:4]=2[C:5](=[O:9])[N:6]([CH3:8])[CH:7]=1. The yield is 0.940. (5) The reactants are [CH3:1][O:2][C:3]1[CH:8]=[CH:7][C:6]([CH2:9][OH:10])=[CH:5][CH:4]=1.C(N(CC)CC)C.[Cl:18][C:19]1[C:24]([C:25](Cl)=[O:26])=[C:23]([Cl:28])[N:22]=[CH:21][N:20]=1. The catalyst is O1CCCC1.ClCCl. The product is [Cl:18][C:19]1[C:24]([C:25]([O:10][CH2:9][C:6]2[CH:7]=[CH:8][C:3]([O:2][CH3:1])=[CH:4][CH:5]=2)=[O:26])=[C:23]([Cl:28])[N:22]=[CH:21][N:20]=1. The yield is 0.810. (6) The reactants are [O:1]1[C:5]2[CH:6]=[CH:7][C:8]([C:10]3[C:11]([C:19]4[CH:24]=[CH:23][CH:22]=[C:21]([CH3:25])[N:20]=4)=[N:12][N:13]([CH2:15][CH2:16][CH2:17][NH2:18])[CH:14]=3)=[CH:9][C:4]=2[O:3][CH2:2]1.C(N(CC)CC)C.[CH3:33][S:34](Cl)(=[O:36])=[O:35]. The catalyst is C(Cl)Cl. The product is [C:10]([C:14]#[N:13])([CH3:8])=[O:35].[O:1]1[C:5]2[CH:6]=[CH:7][C:8]([C:10]3[C:11]([C:19]4[CH:24]=[CH:23][CH:22]=[C:21]([CH3:25])[N:20]=4)=[N:12][N:13]([CH2:15][CH2:16][CH2:17][NH:18][S:34]([CH3:33])(=[O:36])=[O:35])[CH:14]=3)=[CH:9][C:4]=2[O:3][CH2:2]1. The yield is 0.800.